From a dataset of Full USPTO retrosynthesis dataset with 1.9M reactions from patents (1976-2016). Predict the reactants needed to synthesize the given product. The reactants are: N[CH2:2][CH2:3][CH2:4][CH2:5][CH:6]([NH:17][C:18]([C:20]1[CH:25]=[CH:24][CH:23]=[CH:22][CH:21]=1)=[O:19])[C:7]([NH:9][CH2:10][C:11]1[CH:16]=[CH:15][CH:14]=[CH:13][CH:12]=1)=[O:8].N([O-])=[O:27].[Na+].C(O)(=O)C. Given the product [C:20]1([C:18]([NH:17][CH:6]([CH2:5][CH2:4][CH2:3][CH2:2][OH:27])[C:7]([NH:9][CH2:10][C:11]2[CH:16]=[CH:15][CH:14]=[CH:13][CH:12]=2)=[O:8])=[O:19])[CH:25]=[CH:24][CH:23]=[CH:22][CH:21]=1, predict the reactants needed to synthesize it.